This data is from Forward reaction prediction with 1.9M reactions from USPTO patents (1976-2016). The task is: Predict the product of the given reaction. (1) Given the reactants [Cl:1][C:2]1[CH:7]=[CH:6][C:5]([NH:8][C:9]([CH:11]2[N:15]([C:16]3[C:21]([Cl:22])=[CH:20][CH:19]=[CH:18][N:17]=3)[N:14]=[C:13]([OH:23])[CH2:12]2)=[O:10])=[C:4]([C:24](=[O:31])[NH:25][CH:26]([CH:28]2[CH2:30][CH2:29]2)[CH3:27])[CH:3]=1.C(N(CC)CC)C.[N+:39]([C:42]1[CH:47]=[CH:46][CH:45]=[CH:44][C:43]=1[S:48](Cl)(=[O:50])=[O:49])([O-:41])=[O:40].O, predict the reaction product. The product is: [N+:39]([C:42]1[CH:47]=[CH:46][CH:45]=[CH:44][C:43]=1[S:48]([O:23][C:13]1[CH2:12][CH:11]([C:9](=[O:10])[NH:8][C:5]2[CH:6]=[CH:7][C:2]([Cl:1])=[CH:3][C:4]=2[C:24](=[O:31])[NH:25][CH:26]([CH:28]2[CH2:29][CH2:30]2)[CH3:27])[N:15]([C:16]2[C:21]([Cl:22])=[CH:20][CH:19]=[CH:18][N:17]=2)[N:14]=1)(=[O:50])=[O:49])([O-:41])=[O:40]. (2) Given the reactants C([O:8][CH2:9][CH2:10][CH:11]([C:13]1[N:17]2[C:18](=[O:33])[CH:19]=[C:20]([CH2:22][N:23]([CH2:31][CH3:32])[C:24]3[CH:29]=[CH:28][C:27]([F:30])=[CH:26][CH:25]=3)[N:21]=[C:16]2[S:15][C:14]=1[CH3:34])[OH:12])C1C=CC=CC=1.B(Cl)(Cl)Cl, predict the reaction product. The product is: [OH:12][CH:11]([C:13]1[N:17]2[C:18](=[O:33])[CH:19]=[C:20]([CH2:22][N:23]([CH2:31][CH3:32])[C:24]3[CH:25]=[CH:26][C:27]([F:30])=[CH:28][CH:29]=3)[N:21]=[C:16]2[S:15][C:14]=1[CH3:34])[CH2:10][CH2:9][OH:8]. (3) Given the reactants [C:1]([C:3]1[C:4]2[C:12]([CH:13]3[CH2:17][CH2:16][CH2:15][CH2:14]3)=[N:11][N:10]([C:18]3[CH:19]=[C:20]([C:23]([O:25]C)=[O:24])[S:21][CH:22]=3)[C:5]=2[C:6](=[O:9])[NH:7][CH:8]=1)#[N:2].C1COCC1.[OH-].[Na+].Cl, predict the reaction product. The product is: [C:1]([C:3]1[C:4]2[C:12]([CH:13]3[CH2:17][CH2:16][CH2:15][CH2:14]3)=[N:11][N:10]([C:18]3[CH:19]=[C:20]([C:23]([OH:25])=[O:24])[S:21][CH:22]=3)[C:5]=2[C:6](=[O:9])[NH:7][CH:8]=1)#[N:2]. (4) Given the reactants [Cl:1]/[C:2](/[C:12]([F:15])([F:14])[F:13])=[CH:3]\[CH:4]1[CH:6]([C:7](Cl)=[O:8])[C:5]1([CH3:11])[CH3:10].[OH:16][CH:17]([C:20]1[CH:25]=[CH:24][CH:23]=[C:22]([O:26][C:27]2[CH:32]=[CH:31][CH:30]=[CH:29][CH:28]=2)[CH:21]=1)[C:18]#[N:19].N1C=CC=CC=1, predict the reaction product. The product is: [Cl:1]/[C:2](/[C:12]([F:15])([F:14])[F:13])=[CH:3]\[CH:4]1[CH:6]([C:7]([O:16][CH:17]([C:18]#[N:19])[C:20]2[CH:25]=[CH:24][CH:23]=[C:22]([O:26][C:27]3[CH:28]=[CH:29][CH:30]=[CH:31][CH:32]=3)[CH:21]=2)=[O:8])[C:5]1([CH3:11])[CH3:10]. (5) Given the reactants [N+:1]([C:4]1[CH:5]=[CH:6][C:7]([N:12]2[CH2:17][CH2:16][N:15]([CH:18]3[CH2:21][O:20][CH2:19]3)[CH2:14][CH2:13]2)=[C:8]([CH:11]=1)[C:9]#[N:10])([O-])=O, predict the reaction product. The product is: [NH2:1][C:4]1[CH:5]=[CH:6][C:7]([N:12]2[CH2:17][CH2:16][N:15]([CH:18]3[CH2:19][O:20][CH2:21]3)[CH2:14][CH2:13]2)=[C:8]([CH:11]=1)[C:9]#[N:10]. (6) Given the reactants [CH3:1][C:2]1[C:3]([N:8](COCCOC)[S:9]([C:12]2[S:13][C:14]([CH3:43])=[CH:15][C:16]=2[C:17]2[CH:22]=[CH:21][C:20]([CH2:23][N:24]3[C:33]4[C:28](=[C:29]([CH2:36][CH3:37])[N:30]=[C:31]([CH2:34][CH3:35])[CH:32]=4)[CH:27]=[CH:26][C:25]3=[O:38])=[CH:19][C:18]=2[CH2:39][O:40][CH2:41][CH3:42])(=[O:11])=[O:10])=[N:4][O:5][C:6]=1[CH3:7].C(O)C.Cl.C(=O)(O)[O-].[Na+], predict the reaction product. The product is: [CH3:1][C:2]1[C:3]([NH:8][S:9]([C:12]2[S:13][C:14]([CH3:43])=[CH:15][C:16]=2[C:17]2[CH:22]=[CH:21][C:20]([CH2:23][N:24]3[C:33]4[C:28](=[C:29]([CH2:36][CH3:37])[N:30]=[C:31]([CH2:34][CH3:35])[CH:32]=4)[CH:27]=[CH:26][C:25]3=[O:38])=[CH:19][C:18]=2[CH2:39][O:40][CH2:41][CH3:42])(=[O:11])=[O:10])=[N:4][O:5][C:6]=1[CH3:7]. (7) Given the reactants C(O[C:4]([C:6]1[NH:10][C:9]2[CH:11]=[C:12]([C:14]3[CH:19]=[CH:18][C:17]([N+:20]([O-:22])=[O:21])=[CH:16][CH:15]=3)[O:13][C:8]=2[CH:7]=1)=[O:5])C.[CH2:23]([O:25][C:26](=[O:54])[CH:27](CC)[CH2:28][CH2:29][N:30]1C(=S)N2C3C=C(C4C=CC([N+]([O-])=O)=CC=4)OC=3C=C2[C:31]1=[O:51])[CH3:24].N(CCCC(OCC)=O)=C=O.C(N(CC)CC)C.N(CCCC([O-])=O)=C=O, predict the reaction product. The product is: [CH2:23]([O:25][C:26](=[O:54])[CH2:27][CH2:28][CH2:29][N:30]1[C:31](=[O:51])[N:10]2[C:9]3[CH:11]=[C:12]([C:14]4[CH:19]=[CH:18][C:17]([N+:20]([O-:22])=[O:21])=[CH:16][CH:15]=4)[O:13][C:8]=3[CH:7]=[C:6]2[C:4]1=[O:5])[CH3:24].